This data is from Reaction yield outcomes from USPTO patents with 853,638 reactions. The task is: Predict the reaction yield, written as a fraction of the theoretical maximum amount of product (1.0 means a 100% yield; for example, 0.34 means a 34% yield). (1) The reactants are [NH2:1][C:2]1[N:7]=[CH:6][C:5]([C:8]2[CH:9]=[C:10]([NH2:19])[C:11]([NH:14][C:15]([CH3:18])([CH3:17])[CH3:16])=[CH:12][CH:13]=2)=[CH:4][N:3]=1.[CH3:20][O:21][C:22]1[CH:23]=[CH:24][C:25]([N:30]2[CH:34]=[CH:33][CH:32]=[N:31]2)=[C:26]([CH:29]=1)[CH:27]=O.OOS([O-])=O.[K+].S([O-])([O-])(=O)=S.[Na+].[Na+]. The catalyst is CN(C=O)C.O. The product is [C:15]([N:14]1[C:11]2[CH:12]=[CH:13][C:8]([C:5]3[CH:4]=[N:3][C:2]([NH2:1])=[N:7][CH:6]=3)=[CH:9][C:10]=2[N:19]=[C:27]1[C:26]1[CH:29]=[C:22]([O:21][CH3:20])[CH:23]=[CH:24][C:25]=1[N:30]1[CH:34]=[CH:33][CH:32]=[N:31]1)([CH3:16])([CH3:18])[CH3:17]. The yield is 0.670. (2) The reactants are [OH:1][C:2]1[CH:11]=[CH:10][C:5]([C:6]([O:8][CH3:9])=[O:7])=[CH:4][CH:3]=1.[I:12]Cl. The catalyst is C(O)(=O)C. The product is [OH:1][C:2]1[CH:3]=[CH:4][C:5]([C:6]([O:8][CH3:9])=[O:7])=[CH:10][C:11]=1[I:12]. The yield is 0.903. (3) The reactants are Cl.Cl.[N:3]1([CH2:9][CH:10]([C:22]2([OH:28])[CH2:27][CH2:26][CH2:25][CH2:24][CH2:23]2)[C:11]2[CH:16]=[CH:15][CH:14]=[C:13]([O:17][C:18]([F:21])([F:20])[F:19])[CH:12]=2)[CH2:8][CH2:7][NH:6][CH2:5][CH2:4]1.[CH2:29]=O.O.[OH-].[Na+]. The catalyst is C(O)=O. The product is [CH3:29][N:6]1[CH2:7][CH2:8][N:3]([CH2:9][CH:10]([C:22]2([OH:28])[CH2:27][CH2:26][CH2:25][CH2:24][CH2:23]2)[C:11]2[CH:16]=[CH:15][CH:14]=[C:13]([O:17][C:18]([F:21])([F:20])[F:19])[CH:12]=2)[CH2:4][CH2:5]1. The yield is 0.720. (4) The reactants are Cl[CH2:2][CH2:3][N:4]1[C:12]2[C:7](=[CH:8][C:9]([O:13][CH3:14])=[CH:10][CH:11]=2)[C:6]([CH:15]=[O:16])=[C:5]1[C:17]1[C:18]([CH3:24])=[N:19][N:20]([CH3:23])[C:21]=1[CH3:22].[CH3:25][NH2:26].Cl. The catalyst is O. The product is [CH3:14][O:13][C:9]1[CH:8]=[C:7]2[C:12](=[CH:11][CH:10]=1)[N:4]([CH2:3][CH2:2][NH:26][CH3:25])[C:5]([C:17]1[C:18]([CH3:24])=[N:19][N:20]([CH3:23])[C:21]=1[CH3:22])=[C:6]2[CH:15]=[O:16]. The yield is 0.850. (5) The reactants are N12CCCN=C1CCCCC2.[NH2:12][C:13]1[C:14]([OH:20])=[N:15][C:16]([Br:19])=[CH:17][CH:18]=1.Br[CH2:22][C:23](OC)=[O:24]. The catalyst is CN1CCCC1=O.C(OCC)(=O)C. The product is [Br:19][C:16]1[CH:17]=[CH:18][C:13]2[NH:12][C:23](=[O:24])[CH2:22][O:20][C:14]=2[N:15]=1. The yield is 0.450.